This data is from Full USPTO retrosynthesis dataset with 1.9M reactions from patents (1976-2016). The task is: Predict the reactants needed to synthesize the given product. (1) Given the product [F:1][C:2]1[CH:27]=[CH:26][C:5]([CH2:6][NH:7][C:8]([C:10]2[C:11](=[O:25])[N:12]([CH2:21][CH2:22][N:23]([C:34]([N:33]([CH3:37])[CH3:32])=[O:35])[CH3:24])[C:13]3[C:18]([C:19]=2[OH:20])=[N:17][CH:16]=[CH:15][CH:14]=3)=[O:9])=[C:4]([S:28]([CH3:31])(=[O:30])=[O:29])[CH:3]=1, predict the reactants needed to synthesize it. The reactants are: [F:1][C:2]1[CH:27]=[CH:26][C:5]([CH2:6][NH:7][C:8]([C:10]2[C:11](=[O:25])[N:12]([CH2:21][CH2:22][NH:23][CH3:24])[C:13]3[C:18]([C:19]=2[OH:20])=[N:17][CH:16]=[CH:15][CH:14]=3)=[O:9])=[C:4]([S:28]([CH3:31])(=[O:30])=[O:29])[CH:3]=1.[CH3:32][N:33]([CH3:37])[C:34](Cl)=[O:35]. (2) Given the product [CH3:13][C:14]1[C:18]2[CH:19]=[CH:20][C:21]([C:23](=[O:25])[CH2:30][C:29]([O:28][CH2:26][CH3:27])=[O:34])=[CH:22][C:17]=2[O:16][N:15]=1, predict the reactants needed to synthesize it. The reactants are: C1N=CN(C(N2C=NC=C2)=O)C=1.[CH3:13][C:14]1[C:18]2[CH:19]=[CH:20][C:21]([C:23]([OH:25])=O)=[CH:22][C:17]=2[O:16][N:15]=1.[CH2:26]([O:28][C:29](=[O:34])[CH2:30]C([O-])=O)[CH3:27].[K+].[Mg+2].[Cl-].[Cl-].C(N(CC)CC)C. (3) Given the product [CH2:39]([O:25][C:22]1[CH:23]=[CH:24][C:19]([C:18]2[C:9]([CH2:8][O:7][C:6]3[CH:31]=[C:2]([F:1])[CH:3]=[CH:4][C:5]=3[CH3:32])=[C:10]3[C:15](=[CH:16][CH:17]=2)[NH:14][C:13]([CH3:28])([CH3:29])[CH:12]=[C:11]3[CH3:30])=[C:20]([O:26][CH3:27])[CH:21]=1)[C:40]1[CH:45]=[CH:44][CH:43]=[CH:42][CH:41]=1, predict the reactants needed to synthesize it. The reactants are: [F:1][C:2]1[CH:3]=[CH:4][C:5]([CH3:32])=[C:6]([CH:31]=1)[O:7][CH2:8][C:9]1[C:18]([C:19]2[CH:24]=[CH:23][C:22]([OH:25])=[CH:21][C:20]=2[O:26][CH3:27])=[CH:17][CH:16]=[C:15]2[C:10]=1[C:11]([CH3:30])=[CH:12][C:13]([CH3:29])([CH3:28])[NH:14]2.C(=O)([O-])[O-].[K+].[K+].[CH2:39](Br)[C:40]1[CH:45]=[CH:44][CH:43]=[CH:42][CH:41]=1.C(OCC)(=O)C. (4) Given the product [CH2:25]([CH2:21][C:19]([NH2:18])=[O:20])[CH2:24][C:23]([NH2:33])=[O:22], predict the reactants needed to synthesize it. The reactants are: C(OC1C=CC(CCCl)=C([NH:18][C:19]([C:21]2[O:22][C:23]3C=CC(N)=C[C:24]=3[CH:25]=2)=[O:20])C=1)C1C=CC=CC=1.CC[N:33]=C=NCCCN(C)C.O.ON1C2C=CC=CC=2N=N1. (5) The reactants are: [Br:1][CH2:2][CH2:3]Br.[CH2:5]([O:7][P:8]([O:12]CC)[O:9][CH2:10][CH3:11])[CH3:6]. Given the product [Br:1][CH2:2][CH2:3][P:8](=[O:12])([O:9][CH2:10][CH3:11])[O:7][CH2:5][CH3:6], predict the reactants needed to synthesize it.